Predict the product of the given reaction. From a dataset of Forward reaction prediction with 1.9M reactions from USPTO patents (1976-2016). (1) Given the reactants [Li]CCCC.Br[C:7]1[CH:18]=[CH:17][C:10]([CH2:11][N:12]2[CH2:16][CH2:15][CH2:14][CH2:13]2)=[C:9]([Cl:19])[CH:8]=1.[O:20]=[C:21]1[CH2:24][CH:23]([C:25]([OH:27])=[O:26])[CH2:22]1, predict the reaction product. The product is: [Cl:19][C:9]1[CH:8]=[C:7]([C:21]2([OH:20])[CH2:24][CH:23]([C:25]([OH:27])=[O:26])[CH2:22]2)[CH:18]=[CH:17][C:10]=1[CH2:11][N:12]1[CH2:16][CH2:15][CH2:14][CH2:13]1. (2) The product is: [C:1]([O:5][C:6]([N:8]1[CH2:13][CH2:12][CH:11]([CH2:14][C:15]([O:17][CH3:18])=[O:16])[CH2:10][CH2:9]1)=[O:7])([CH3:4])([CH3:3])[CH3:2]. Given the reactants [C:1]([O:5][C:6]([N:8]1[CH2:13][CH2:12][C:11](=[CH:14][C:15]([O:17][CH3:18])=[O:16])[CH2:10][CH2:9]1)=[O:7])([CH3:4])([CH3:3])[CH3:2], predict the reaction product. (3) Given the reactants [CH3:1][O:2][C:3]([C:5]1[CH:6]=[N:7][CH:8]=[C:9](Br)[CH:10]=1)=[O:4].C(=O)([O-])[O-].[Cs+].[Cs+].[F:18][C:19]([F:31])([F:30])[O:20][C:21]1[CH:26]=[CH:25][C:24](B(O)O)=[CH:23][CH:22]=1, predict the reaction product. The product is: [CH3:1][O:2][C:3](=[O:4])[C:5]1[CH:10]=[C:9]([C:24]2[CH:23]=[CH:22][C:21]([O:20][C:19]([F:18])([F:30])[F:31])=[CH:26][CH:25]=2)[CH:8]=[N:7][CH:6]=1. (4) Given the reactants [CH2:1]([O:3][CH2:4][O:5][C:6]1[CH:11]=[C:10]([O:12][CH2:13][O:14][CH2:15][CH3:16])[CH:9]=[CH:8][C:7]=1[O:17][CH3:18])[CH3:2].[Li][CH2:20]CCC.CI, predict the reaction product. The product is: [CH2:15]([O:14][CH2:13][O:12][C:10]1[CH:9]=[CH:8][C:7]([O:17][CH3:18])=[C:6]([O:5][CH2:4][O:3][CH2:1][CH3:2])[C:11]=1[CH3:20])[CH3:16]. (5) Given the reactants [N:1]1[CH:6]=[CH:5][CH:4]=[C:3]([C:7]2[NH:8][C:9]3[C:14]([C:15]=2[C:16]#[N:17])=[CH:13][CH:12]=[CH:11][CH:10]=3)[CH:2]=1.[H-].[Na+].IC.[C:22]([O-])(O)=O.[Na+], predict the reaction product. The product is: [CH3:22][N:8]1[C:9]2[C:14](=[CH:13][CH:12]=[CH:11][CH:10]=2)[C:15]([C:16]#[N:17])=[C:7]1[C:3]1[CH:2]=[N:1][CH:6]=[CH:5][CH:4]=1. (6) Given the reactants [NH2:1][C:2]1[CH:7]=[C:6]([Cl:8])[C:5]([O:9][CH3:10])=[CH:4][C:3]=1/[CH:11]=[CH:12]/[C:13]([OH:15])=[O:14].[C:16](Cl)(=[O:18])[CH3:17], predict the reaction product. The product is: [C:16]([NH:1][C:2]1[CH:7]=[C:6]([Cl:8])[C:5]([O:9][CH3:10])=[CH:4][C:3]=1/[CH:11]=[CH:12]/[C:13]([OH:15])=[O:14])(=[O:18])[CH3:17].